Dataset: Full USPTO retrosynthesis dataset with 1.9M reactions from patents (1976-2016). Task: Predict the reactants needed to synthesize the given product. (1) Given the product [CH2:1]([O:8][C:9]1[CH:14]=[C:13]([O:15][CH3:16])[CH:12]=[CH:11][C:10]=1[C:17]([C:19]1[CH:20]=[N:21][C:22]([O:40][CH2:39][CH2:38][C:28]2[N:29]=[C:30]([C:32]3[CH:37]=[CH:36][CH:35]=[CH:34][CH:33]=3)[O:31][C:27]=2[CH3:26])=[CH:23][CH:24]=1)=[O:18])[C:2]1[CH:7]=[CH:6][CH:5]=[CH:4][CH:3]=1, predict the reactants needed to synthesize it. The reactants are: [CH2:1]([O:8][C:9]1[CH:14]=[C:13]([O:15][CH3:16])[CH:12]=[CH:11][C:10]=1[C:17]([C:19]1[CH:20]=[N:21][C:22](Cl)=[CH:23][CH:24]=1)=[O:18])[C:2]1[CH:7]=[CH:6][CH:5]=[CH:4][CH:3]=1.[CH3:26][C:27]1[O:31][C:30]([C:32]2[CH:37]=[CH:36][CH:35]=[CH:34][CH:33]=2)=[N:29][C:28]=1[CH2:38][CH2:39][OH:40].[H-].[Na+].[Cl-].[NH4+]. (2) Given the product [I:15][C:8]1[NH:7][C:6]([CH3:9])=[C:5]([C:10]([O:12][CH2:13][CH3:14])=[O:11])[C:4]=1[CH:1]([CH3:3])[CH3:2], predict the reactants needed to synthesize it. The reactants are: [CH:1]([C:4]1[C:5]([C:10]([O:12][CH2:13][CH3:14])=[O:11])=[C:6]([CH3:9])[NH:7][CH:8]=1)([CH3:3])[CH3:2].[I:15]N1C(=O)CCC1=O. (3) Given the product [CH:47]1([C:35]2[N:34]=[C:33]([N:83]3[CH2:82][CH2:81][N:80]([C:73]4[CH:74]=[CH:75][C:76]([O:78][CH3:79])=[CH:77][C:72]=4[O:71][CH3:70])[CH2:85][CH2:84]3)[C:42]3[C:37](=[CH:38][C:39]([O:45][CH3:46])=[C:40]([O:43][CH3:44])[CH:41]=3)[N:36]=2)[CH2:50][CH2:49][CH2:48]1, predict the reactants needed to synthesize it. The reactants are: C1(C2N=C(N3CCN(C4C=CC=CC=4OC)CC3)C3C(=CC(OC)=C(OC)C=3)N=2)CC1.Cl[C:33]1[C:42]2[C:37](=[CH:38][C:39]([O:45][CH3:46])=[C:40]([O:43][CH3:44])[CH:41]=2)[N:36]=[C:35]([CH:47]2[CH2:50][CH2:49][CH2:48]2)[N:34]=1.C1(C2N=C(O)C3C(=CC(OC)=C(OC)C=3)N=2)CCC1.[CH3:70][O:71][C:72]1[CH:77]=[C:76]([O:78][CH3:79])[CH:75]=[CH:74][C:73]=1[N:80]1[CH2:85][CH2:84][NH:83][CH2:82][CH2:81]1.C(=O)([O-])[O-].[K+].[K+].